Dataset: Forward reaction prediction with 1.9M reactions from USPTO patents (1976-2016). Task: Predict the product of the given reaction. (1) Given the reactants [CH2:1]([O:8][C:9]1[CH:16]=[CH:15][C:12]([CH:13]=O)=[C:11]([OH:17])[CH:10]=1)[C:2]1[CH:7]=[CH:6][CH:5]=[CH:4][CH:3]=1.Br[CH2:19][C:20]([O:22][CH3:23])=[O:21].C(=O)([O-])[O-].[K+].[K+], predict the reaction product. The product is: [CH2:1]([O:8][C:9]1[CH:16]=[CH:15][C:12]2[CH:13]=[C:19]([C:20]([O:22][CH3:23])=[O:21])[O:17][C:11]=2[CH:10]=1)[C:2]1[CH:7]=[CH:6][CH:5]=[CH:4][CH:3]=1. (2) Given the reactants C(OCC1C2C(=CN=C(C([NH:21][OH:22])=O)C=2)N(CC2C=CC(F)=CC=2F)C=1)C1C=CC=CC=1.FC1(F)C(F)=CC=C(OCC2C3C=NC(C(OCC)=O)=CC=3N(CC)C=2)C1.[F:59][C:60]1[C:61]([OH:85])=[C:62]([CH:80]=[C:81]([F:84])[C:82]=1[F:83])[CH2:63][C:64]1[C:68]2[CH:69]=[N:70][C:71]([C:73]([O:75]CC)=O)=[CH:72][C:67]=2[N:66]([CH2:78][CH3:79])[CH:65]=1, predict the reaction product. The product is: [CH2:78]([N:66]1[C:67]2[CH:72]=[C:71]([C:73]([NH:21][OH:22])=[O:75])[N:70]=[CH:69][C:68]=2[C:64]([CH2:63][C:62]2[CH:80]=[C:81]([F:84])[C:82]([F:83])=[C:60]([F:59])[C:61]=2[OH:85])=[CH:65]1)[CH3:79]. (3) Given the reactants [CH3:1][O:2][C:3]1[CH:4]=[C:5]([C:11]2[CH:12]=[C:13]3[C:18](=[CH:19][CH:20]=2)[N:17]=[CH:16][N:15]=[C:14]3[C:21]2[CH:29]=[CH:28][C:24]([C:25](O)=[O:26])=[C:23]([O:30][CH3:31])[CH:22]=2)[CH:6]=[CH:7][C:8]=1[O:9][CH3:10].[CH:32]([N:35](C(C)C)CC)(C)C.[B-](F)(F)(F)F.CN(C(ON1C(=O)C=CC=C1)=[N+](C)C)C, predict the reaction product. The product is: [CH3:32][NH:35][C:25](=[O:26])[C:24]1[CH:28]=[CH:29][C:21]([C:14]2[C:13]3[C:18](=[CH:19][CH:20]=[C:11]([C:5]4[CH:6]=[CH:7][C:8]([O:9][CH3:10])=[C:3]([O:2][CH3:1])[CH:4]=4)[CH:12]=3)[N:17]=[CH:16][N:15]=2)=[CH:22][C:23]=1[O:30][CH3:31]. (4) Given the reactants CN(C(ON1N=NC2C=CC=NC1=2)=[N+](C)C)C.F[P-](F)(F)(F)(F)F.[Br:25][C:26]1[CH:31]=[CH:30][C:29]([N:32]2[CH2:37][CH2:36][NH:35][CH2:34][CH2:33]2)=[CH:28][C:27]=1[O:38][CH3:39].[Cl:40][C:41]1[C:42]([C:51]([F:54])([F:53])[F:52])=[N:43][N:44]([CH2:47][C:48](O)=[O:49])[C:45]=1[CH3:46], predict the reaction product. The product is: [Br:25][C:26]1[CH:31]=[CH:30][C:29]([N:32]2[CH2:33][CH2:34][N:35]([C:48](=[O:49])[CH2:47][N:44]3[C:45]([CH3:46])=[C:41]([Cl:40])[C:42]([C:51]([F:54])([F:53])[F:52])=[N:43]3)[CH2:36][CH2:37]2)=[CH:28][C:27]=1[O:38][CH3:39]. (5) Given the reactants [CH3:1][O:2][C:3](=[O:21])[C@H:4]([CH2:13][C:14]1[CH:19]=[CH:18][C:17]([OH:20])=[CH:16][CH:15]=1)[NH:5][C:6]([O:8][C:9]([CH3:12])([CH3:11])[CH3:10])=[O:7].Cl[C:23]1[C:32]2[C:27](=[CH:28][N:29]=[CH:30][CH:31]=2)[CH:26]=[CH:25][N:24]=1.C(=O)([O-])[O-].[Cs+].[Cs+], predict the reaction product. The product is: [C:9]([O:8][C:6]([NH:5][C@@H:4]([CH2:13][C:14]1[CH:19]=[CH:18][C:17]([O:20][C:23]2[C:32]3[C:27](=[CH:28][N:29]=[CH:30][CH:31]=3)[CH:26]=[CH:25][N:24]=2)=[CH:16][CH:15]=1)[C:3]([O:2][CH3:1])=[O:21])=[O:7])([CH3:12])([CH3:10])[CH3:11]. (6) The product is: [F:25][C:26]1[CH:31]=[CH:30][C:29]([C:2]2[N:7]=[N:6][C:5]([N:8]3[CH2:13][CH2:12][CH:11]([N:14]([CH3:22])[C:15](=[O:21])[O:16][C:17]([CH3:20])([CH3:19])[CH3:18])[CH2:10][CH2:9]3)=[C:4]([CH3:23])[C:3]=2[CH3:24])=[CH:28][CH:27]=1. Given the reactants Cl[C:2]1[N:7]=[N:6][C:5]([N:8]2[CH2:13][CH2:12][CH:11]([N:14]([CH3:22])[C:15](=[O:21])[O:16][C:17]([CH3:20])([CH3:19])[CH3:18])[CH2:10][CH2:9]2)=[C:4]([CH3:23])[C:3]=1[CH3:24].[F:25][C:26]1[CH:31]=[CH:30][C:29](B(O)O)=[CH:28][CH:27]=1.C([O-])([O-])=O.[Cs+].[Cs+], predict the reaction product.